From a dataset of Reaction yield outcomes from USPTO patents with 853,638 reactions. Predict the reaction yield, written as a fraction of the theoretical maximum amount of product (1.0 means a 100% yield; for example, 0.34 means a 34% yield). (1) The catalyst is CC(O)C. The product is [C:35]1([CH2:34][S:31]([NH:30][C:26]2[CH:25]=[C:24]([NH:23][C:2]3[O:3][C:4]([C:7]4[N:8]([C:16]([O:18][C:19]([CH3:22])([CH3:21])[CH3:20])=[O:17])[C:9]5[C:14]([CH:15]=4)=[CH:13][CH:12]=[CH:11][CH:10]=5)=[CH:5][N:6]=3)[CH:29]=[CH:28][CH:27]=2)(=[O:32])=[O:33])[CH:40]=[CH:39][CH:38]=[CH:37][CH:36]=1. The reactants are Cl[C:2]1[O:3][C:4]([C:7]2[N:8]([C:16]([O:18][C:19]([CH3:22])([CH3:21])[CH3:20])=[O:17])[C:9]3[C:14]([CH:15]=2)=[CH:13][CH:12]=[CH:11][CH:10]=3)=[CH:5][N:6]=1.[NH2:23][C:24]1[CH:25]=[C:26]([NH:30][S:31]([CH2:34][C:35]2[CH:40]=[CH:39][CH:38]=[CH:37][CH:36]=2)(=[O:33])=[O:32])[CH:27]=[CH:28][CH:29]=1. The yield is 0.450. (2) The reactants are [F:1][C:2]1[CH:36]=[C:35]([F:37])[CH:34]=[CH:33][C:3]=1[O:4][C:5]1[CH:10]=[CH:9][C:8]([N+:11]([O-])=O)=[CH:7][C:6]=1[C:14]1[C:22]2[C:17](=[C:18]([O:30][CH3:31])[N:19]=[C:20]([CH2:23][N:24]3[CH2:29][CH2:28][O:27][CH2:26][CH2:25]3)[CH:21]=2)[N:16]([CH3:32])[CH:15]=1.[Cl-].[NH4+].C(O)C.O. The catalyst is O1CCCC1.C(OCC)(=O)C.[Fe]. The product is [F:1][C:2]1[CH:36]=[C:35]([F:37])[CH:34]=[CH:33][C:3]=1[O:4][C:5]1[CH:10]=[CH:9][C:8]([NH2:11])=[CH:7][C:6]=1[C:14]1[C:22]2[C:17](=[C:18]([O:30][CH3:31])[N:19]=[C:20]([CH2:23][N:24]3[CH2:25][CH2:26][O:27][CH2:28][CH2:29]3)[CH:21]=2)[N:16]([CH3:32])[CH:15]=1. The yield is 0.990. (3) The reactants are [F:1][C:2]1[CH:3]=[CH:4][C:5]([N+:11]([O-:13])=[O:12])=[C:6]([CH:10]=1)[C:7](O)=[O:8].B.CO. The catalyst is O1CCCC1. The product is [F:1][C:2]1[CH:3]=[CH:4][C:5]([N+:11]([O-:13])=[O:12])=[C:6]([CH2:7][OH:8])[CH:10]=1. The yield is 1.00.